The task is: Regression. Given a peptide amino acid sequence and an MHC pseudo amino acid sequence, predict their binding affinity value. This is MHC class II binding data.. This data is from Peptide-MHC class II binding affinity with 134,281 pairs from IEDB. The peptide sequence is RGQALLVNSSQPWEP. The MHC is DRB1_0404 with pseudo-sequence DRB1_0404. The binding affinity (normalized) is 0.347.